This data is from Peptide-MHC class II binding affinity with 134,281 pairs from IEDB. The task is: Regression. Given a peptide amino acid sequence and an MHC pseudo amino acid sequence, predict their binding affinity value. This is MHC class II binding data. (1) The peptide sequence is AQAVYDFRSIVDYLR. The MHC is HLA-DPA10201-DPB10101 with pseudo-sequence HLA-DPA10201-DPB10101. The binding affinity (normalized) is 0.134. (2) The peptide sequence is MGAVLIWVGINTRNM. The MHC is DRB1_1101 with pseudo-sequence DRB1_1101. The binding affinity (normalized) is 0.282. (3) The peptide sequence is VSLIAVIKGIINLYK. The MHC is DRB1_1302 with pseudo-sequence DRB1_1302. The binding affinity (normalized) is 0.316. (4) The peptide sequence is PNYNLIIMDEAHFTD. The MHC is DRB1_0901 with pseudo-sequence DRB1_0901. The binding affinity (normalized) is 0.273. (5) The peptide sequence is AAATAGTTVYGAWAA. The MHC is HLA-DQA10401-DQB10402 with pseudo-sequence HLA-DQA10401-DQB10402. The binding affinity (normalized) is 0.496. (6) The peptide sequence is PWNVVRIKIVQMLSD. The MHC is DRB5_0101 with pseudo-sequence DRB5_0101. The binding affinity (normalized) is 0.405.